From a dataset of NCI-60 drug combinations with 297,098 pairs across 59 cell lines. Regression. Given two drug SMILES strings and cell line genomic features, predict the synergy score measuring deviation from expected non-interaction effect. (1) Drug 1: CC(C)(C#N)C1=CC(=CC(=C1)CN2C=NC=N2)C(C)(C)C#N. Drug 2: C#CCC(CC1=CN=C2C(=N1)C(=NC(=N2)N)N)C3=CC=C(C=C3)C(=O)NC(CCC(=O)O)C(=O)O. Cell line: NCI-H460. Synergy scores: CSS=0.937, Synergy_ZIP=0.387, Synergy_Bliss=1.35, Synergy_Loewe=1.02, Synergy_HSA=0.816. (2) Drug 1: C1C(C(OC1N2C=NC3=C(N=C(N=C32)Cl)N)CO)O. Drug 2: C1C(C(OC1N2C=NC3=C2NC=NCC3O)CO)O. Synergy scores: CSS=53.5, Synergy_ZIP=0.689, Synergy_Bliss=-2.99, Synergy_Loewe=-9.97, Synergy_HSA=1.29. Cell line: HCT-15. (3) Drug 1: CNC(=O)C1=NC=CC(=C1)OC2=CC=C(C=C2)NC(=O)NC3=CC(=C(C=C3)Cl)C(F)(F)F. Drug 2: CC1C(C(CC(O1)OC2CC(CC3=C2C(=C4C(=C3O)C(=O)C5=CC=CC=C5C4=O)O)(C(=O)C)O)N)O. Cell line: RXF 393. Synergy scores: CSS=44.5, Synergy_ZIP=-8.17, Synergy_Bliss=-5.76, Synergy_Loewe=-17.8, Synergy_HSA=-3.23. (4) Drug 1: COC1=C(C=C2C(=C1)N=CN=C2NC3=CC(=C(C=C3)F)Cl)OCCCN4CCOCC4. Drug 2: C1=NC(=NC(=O)N1C2C(C(C(O2)CO)O)O)N. Cell line: SNB-75. Synergy scores: CSS=26.6, Synergy_ZIP=2.34, Synergy_Bliss=4.97, Synergy_Loewe=2.65, Synergy_HSA=3.32. (5) Drug 1: CC1=C2C(C(=O)C3(C(CC4C(C3C(C(C2(C)C)(CC1OC(=O)C(C(C5=CC=CC=C5)NC(=O)OC(C)(C)C)O)O)OC(=O)C6=CC=CC=C6)(CO4)OC(=O)C)OC)C)OC. Drug 2: C1=NC2=C(N=C(N=C2N1C3C(C(C(O3)CO)O)O)F)N. Cell line: OVCAR-8. Synergy scores: CSS=56.5, Synergy_ZIP=-5.50, Synergy_Bliss=-6.70, Synergy_Loewe=-10.2, Synergy_HSA=-2.82.